From a dataset of NCI-60 drug combinations with 297,098 pairs across 59 cell lines. Regression. Given two drug SMILES strings and cell line genomic features, predict the synergy score measuring deviation from expected non-interaction effect. (1) Drug 1: C1=CC(=CC=C1C#N)C(C2=CC=C(C=C2)C#N)N3C=NC=N3. Cell line: SK-MEL-28. Synergy scores: CSS=40.5, Synergy_ZIP=1.71, Synergy_Bliss=-1.31, Synergy_Loewe=-10.8, Synergy_HSA=-10.8. Drug 2: B(C(CC(C)C)NC(=O)C(CC1=CC=CC=C1)NC(=O)C2=NC=CN=C2)(O)O. (2) Synergy scores: CSS=22.8, Synergy_ZIP=-1.66, Synergy_Bliss=1.96, Synergy_Loewe=-5.24, Synergy_HSA=1.42. Drug 2: C1=CC(=CC=C1CCC2=CNC3=C2C(=O)NC(=N3)N)C(=O)NC(CCC(=O)O)C(=O)O. Drug 1: C1CCN(CC1)CCOC2=CC=C(C=C2)C(=O)C3=C(SC4=C3C=CC(=C4)O)C5=CC=C(C=C5)O. Cell line: DU-145. (3) Drug 1: C1CC(=O)NC(=O)C1N2CC3=C(C2=O)C=CC=C3N. Drug 2: CC12CCC3C(C1CCC2=O)CC(=C)C4=CC(=O)C=CC34C. Cell line: NCI-H226. Synergy scores: CSS=14.6, Synergy_ZIP=4.75, Synergy_Bliss=2.66, Synergy_Loewe=-10.8, Synergy_HSA=3.77. (4) Drug 1: C1=CC(=CC=C1C#N)C(C2=CC=C(C=C2)C#N)N3C=NC=N3. Drug 2: CC(C)CN1C=NC2=C1C3=CC=CC=C3N=C2N. Cell line: CCRF-CEM. Synergy scores: CSS=-5.43, Synergy_ZIP=2.40, Synergy_Bliss=0.415, Synergy_Loewe=-7.60, Synergy_HSA=-6.73. (5) Drug 1: C1C(C(OC1N2C=NC(=NC2=O)N)CO)O. Drug 2: CC1C(C(CC(O1)OC2CC(CC3=C2C(=C4C(=C3O)C(=O)C5=C(C4=O)C(=CC=C5)OC)O)(C(=O)CO)O)N)O.Cl. Cell line: NCI-H226. Synergy scores: CSS=43.4, Synergy_ZIP=-0.264, Synergy_Bliss=-2.92, Synergy_Loewe=-13.7, Synergy_HSA=-0.739. (6) Drug 1: C1=C(C(=O)NC(=O)N1)N(CCCl)CCCl. Drug 2: CC1C(C(CC(O1)OC2CC(OC(C2O)C)OC3=CC4=CC5=C(C(=O)C(C(C5)C(C(=O)C(C(C)O)O)OC)OC6CC(C(C(O6)C)O)OC7CC(C(C(O7)C)O)OC8CC(C(C(O8)C)O)(C)O)C(=C4C(=C3C)O)O)O)O. Cell line: NCI-H322M. Synergy scores: CSS=-5.17, Synergy_ZIP=0.830, Synergy_Bliss=-8.87, Synergy_Loewe=-10.8, Synergy_HSA=-10.8. (7) Drug 1: CC1=C(C(=CC=C1)Cl)NC(=O)C2=CN=C(S2)NC3=CC(=NC(=N3)C)N4CCN(CC4)CCO. Drug 2: CC1CCC2CC(C(=CC=CC=CC(CC(C(=O)C(C(C(=CC(C(=O)CC(OC(=O)C3CCCCN3C(=O)C(=O)C1(O2)O)C(C)CC4CCC(C(C4)OC)OCCO)C)C)O)OC)C)C)C)OC. Cell line: EKVX. Synergy scores: CSS=-3.66, Synergy_ZIP=1.08, Synergy_Bliss=0.602, Synergy_Loewe=-4.15, Synergy_HSA=-2.67. (8) Drug 1: CC1C(C(CC(O1)OC2CC(CC3=C2C(=C4C(=C3O)C(=O)C5=C(C4=O)C(=CC=C5)OC)O)(C(=O)C)O)N)O.Cl. Drug 2: C1=CC(=CC=C1CCCC(=O)O)N(CCCl)CCCl. Cell line: UACC62. Synergy scores: CSS=27.6, Synergy_ZIP=-10.9, Synergy_Bliss=-3.83, Synergy_Loewe=-1.12, Synergy_HSA=-0.0112. (9) Drug 1: CC12CCC3C(C1CCC2O)C(CC4=C3C=CC(=C4)O)CCCCCCCCCS(=O)CCCC(C(F)(F)F)(F)F. Drug 2: C(CN)CNCCSP(=O)(O)O. Cell line: SF-295. Synergy scores: CSS=-3.00, Synergy_ZIP=2.48, Synergy_Bliss=1.81, Synergy_Loewe=-3.98, Synergy_HSA=-4.07. (10) Drug 1: C1CCC(C1)C(CC#N)N2C=C(C=N2)C3=C4C=CNC4=NC=N3. Drug 2: COC1=C2C(=CC3=C1OC=C3)C=CC(=O)O2. Cell line: NCI-H226. Synergy scores: CSS=9.61, Synergy_ZIP=-0.473, Synergy_Bliss=4.76, Synergy_Loewe=-2.26, Synergy_HSA=1.71.